From a dataset of Full USPTO retrosynthesis dataset with 1.9M reactions from patents (1976-2016). Predict the reactants needed to synthesize the given product. (1) The reactants are: [CH3:1][O:2][C:3]1[CH:11]=[C:10]([NH:12][C:13]([NH:15][C:16]2[CH:21]=[CH:20][CH:19]=[C:18]([O:22][C:23]3[CH:28]=[CH:27][CH:26]=[CH:25][CH:24]=3)[CH:17]=2)=[O:14])[CH:9]=[CH:8][C:4]=1[C:5]([OH:7])=O.C1C=C[C:32]2[N:37](O)N=N[C:33]=2[CH:34]=1.CCN=C=NCCCN(C)C.[CH:50]([N:53](C(C)C)[CH2:54]C)([CH3:52])[CH3:51]. Given the product [CH:50]([N:53]([CH3:54])[CH2:34][CH2:33][CH2:32][NH:37][C:5](=[O:7])[C:4]1[CH:8]=[CH:9][C:10]([NH:12][C:13]([NH:15][C:16]2[CH:21]=[CH:20][CH:19]=[C:18]([O:22][C:23]3[CH:24]=[CH:25][CH:26]=[CH:27][CH:28]=3)[CH:17]=2)=[O:14])=[CH:11][C:3]=1[O:2][CH3:1])([CH3:52])[CH3:51], predict the reactants needed to synthesize it. (2) Given the product [CH2:1]([O:2][C:3]([C:5]1[CH:6]=[C:7]2[C:12](=[CH:13][CH:14]=1)[NH:11][CH:10]([C:15]1[CH:20]=[C:19]([N:25]3[CH2:30][CH2:29][O:28][CH2:27][CH2:26]3)[CH:18]=[CH:17][C:16]=1[Cl:22])[CH2:9][C:8]2([CH3:24])[CH3:23])=[O:4])[CH3:32], predict the reactants needed to synthesize it. The reactants are: [CH3:1][O:2][C:3]([C:5]1[CH:6]=[C:7]2[C:12](=[CH:13][CH:14]=1)[NH:11][CH:10]([C:15]1[CH:20]=[C:19](Br)[CH:18]=[CH:17][C:16]=1[Cl:22])[CH2:9][C:8]2([CH3:24])[CH3:23])=[O:4].[NH:25]1[CH2:30][CH2:29][O:28][CH2:27][CH2:26]1.Cl.[CH3:32]N(C)CC(O)=O.C(=O)([O-])[O-].[K+].[K+]. (3) The reactants are: [C:1]([O:5][C:6]([C:8]1[S:9][C:10]([CH:13]=[CH:14][C:15]([O:17][CH2:18][CH3:19])=[O:16])=[CH:11][CH:12]=1)=[O:7])([CH3:4])([CH3:3])[CH3:2].[H][H]. Given the product [C:1]([O:5][C:6]([C:8]1[S:9][C:10]([CH2:13][CH2:14][C:15]([O:17][CH2:18][CH3:19])=[O:16])=[CH:11][CH:12]=1)=[O:7])([CH3:4])([CH3:3])[CH3:2], predict the reactants needed to synthesize it. (4) Given the product [CH3:22][C:23]([CH3:28])([CH3:27])[CH2:24][CH2:25][NH:26][C:19]([C:12]1[C:13]([C:15]([F:18])([F:17])[F:16])=[N:14][C:9]([NH:8][C:4]2[CH:5]=[CH:6][CH:7]=[C:2]([Cl:1])[CH:3]=2)=[N:10][CH:11]=1)=[O:21], predict the reactants needed to synthesize it. The reactants are: [Cl:1][C:2]1[CH:3]=[C:4]([NH:8][C:9]2[N:14]=[C:13]([C:15]([F:18])([F:17])[F:16])[C:12]([C:19]([OH:21])=O)=[CH:11][N:10]=2)[CH:5]=[CH:6][CH:7]=1.[CH3:22][C:23]([CH3:28])([CH3:27])[CH2:24][CH2:25][NH2:26]. (5) Given the product [C:13]1([CH3:17])[CH:12]=[CH:11][CH:10]=[C:9]([CH:8]=[CH:7][CH2:2][CH3:3])[CH:14]=1, predict the reactants needed to synthesize it. The reactants are: C1(C)C=CC=[CH:3][C:2]=1[CH:7]=[CH:8][C:9]1[CH:14]=[CH:13][CH:12]=[CH:11][CH:10]=1.[Cl-].[CH2:17]([Al+]CC)C.C=C. (6) Given the product [CH3:4][C:2]([C:5]1[CH:6]=[CH:7][C:8]([S:11]([NH:14][C:15]2[N:20]=[C:19]([C:21]3[N:22]=[CH:23][CH:24]=[CH:25][N:26]=3)[N:18]=[C:17]([O:27][CH2:28][CH2:29][OH:30])[C:16]=2[O:31][C:32]2[C:37]([O:38][CH3:39])=[CH:36][CH:35]=[CH:34][CH:33]=2)(=[O:12])=[O:13])=[CH:9][CH:10]=1)([CH3:1])[CH3:3].[OH2:12], predict the reactants needed to synthesize it. The reactants are: [CH3:1][C:2]([C:5]1[CH:6]=[CH:7][C:8]([S:11]([NH:14][C:15]2[C:16]([O:31][C:32]3[CH:33]=[CH:34][CH:35]=[CH:36][C:37]=3[O:38][CH3:39])=[C:17]([O:27][CH2:28][CH2:29][OH:30])[N:18]=[C:19]([C:21]3[N:22]=[CH:23][CH:24]=[CH:25][N:26]=3)[N:20]=2)(=[O:13])=[O:12])=[CH:9][CH:10]=1)([CH3:4])[CH3:3].[K].Cl. (7) Given the product [ClH:2].[ClH:2].[ClH:2].[CH3:4][N:5]([CH2:6][CH2:7][CH2:8][CH2:9][N:10]1[CH2:15][CH2:14][N:13]2[CH2:16][CH2:17][CH2:18][CH2:19][CH:12]2[CH2:11]1)[C:21]1[CH:26]=[C:25]([O:27][CH3:28])[C:24]([O:29][CH3:30])=[C:23]([O:31][CH3:32])[CH:22]=1, predict the reactants needed to synthesize it. The reactants are: B.[ClH:2].Cl.[CH3:4][N:5]([C:21]1[CH:26]=[C:25]([O:27][CH3:28])[C:24]([O:29][CH3:30])=[C:23]([O:31][CH3:32])[CH:22]=1)[C:6](=O)[CH2:7][CH2:8][CH2:9][N:10]1[CH2:15][CH2:14][N:13]2[CH2:16][CH2:17][CH2:18][CH2:19][CH:12]2[CH2:11]1.Cl. (8) Given the product [Cl:1][C:2]1[CH:7]=[CH:6][CH:5]=[CH:4][C:3]=1[C:8]1[NH:9][CH:10]=[C:11]([C:13]2[CH:18]=[CH:17][N:16]=[C:15]([NH:19][C:20](=[O:22])[CH3:21])[CH:14]=2)[N:12]=1, predict the reactants needed to synthesize it. The reactants are: [Cl:1][C:2]1[CH:7]=[CH:6][CH:5]=[CH:4][C:3]=1[C:8]1[N:9](COCC[Si](C)(C)C)[CH:10]=[C:11]([C:13]2[CH:18]=[CH:17][N:16]=[C:15]([NH:19][C:20](=[O:22])[CH3:21])[CH:14]=2)[N:12]=1.CCCC[N+](CCCC)(CCCC)CCCC.[F-]. (9) Given the product [CH2:1]([N:8]([CH2:9][C:10]1[C:11]([Cl:17])=[N:12][C:13]([Cl:16])=[CH:14][CH:15]=1)[CH2:30][CH2:29][CH:28]=[CH2:27])[C:2]1[CH:3]=[CH:4][CH:5]=[CH:6][CH:7]=1, predict the reactants needed to synthesize it. The reactants are: [CH2:1]([NH:8][CH2:9][C:10]1[C:11]([Cl:17])=[N:12][C:13]([Cl:16])=[CH:14][CH:15]=1)[C:2]1[CH:7]=[CH:6][CH:5]=[CH:4][CH:3]=1.C(=O)([O-])[O-].[K+].[K+].[I-].[Na+].Br[CH2:27][CH2:28][CH:29]=[CH2:30]. (10) Given the product [OH:48][CH2:55][CH2:51][O:56][NH:32][C:20]([C:10]1[C:9]([NH:8][C:5]2[CH:4]=[CH:3][C:2]([Br:1])=[CH:7][C:6]=2[Cl:50])=[C:18]([Cl:19])[C:13]2[N:14]=[CH:15][N:16]([CH3:17])[C:12]=2[CH:11]=1)=[O:22], predict the reactants needed to synthesize it. The reactants are: [Br:1][C:2]1[CH:7]=[CH:6][C:5]([NH:8][C:9]2[C:10]([C:20]([OH:22])=O)=[CH:11][C:12]3[N:16]([CH3:17])[CH:15]=[N:14][C:13]=3[C:18]=2[Cl:19])=[C:4](Cl)[CH:3]=1.COC(C1C(NC2C=CC(Br)=CC=2Cl)=C(Cl)C2[N:32]=CN(C)C=2C=1)=O.[OH-:48].[Na+].[ClH:50].[CH2:51]1[CH2:55]OCC1.[OH2:56].